Dataset: Peptide-MHC class I binding affinity with 185,985 pairs from IEDB/IMGT. Task: Regression. Given a peptide amino acid sequence and an MHC pseudo amino acid sequence, predict their binding affinity value. This is MHC class I binding data. (1) The peptide sequence is EQAIEDVWQL. The MHC is Mamu-A07 with pseudo-sequence Mamu-A07. The binding affinity (normalized) is 0.0683. (2) The peptide sequence is ILNPYMPSV. The MHC is HLA-A02:01 with pseudo-sequence HLA-A02:01. The binding affinity (normalized) is 0.866. (3) The peptide sequence is YQAVVPLVY. The MHC is Mamu-B17 with pseudo-sequence Mamu-B17. The binding affinity (normalized) is 0. (4) The peptide sequence is RECGARVIL. The MHC is HLA-A31:01 with pseudo-sequence HLA-A31:01. The binding affinity (normalized) is 0.0847. (5) The peptide sequence is GPAGYTAAL. The MHC is HLA-A02:03 with pseudo-sequence HLA-A02:03. The binding affinity (normalized) is 0.0847. (6) The peptide sequence is MVAGGLLLA. The MHC is HLA-A68:02 with pseudo-sequence HLA-A68:02. The binding affinity (normalized) is 0.629. (7) The peptide sequence is RRFTQAIYD. The MHC is HLA-B46:01 with pseudo-sequence HLA-B46:01. The binding affinity (normalized) is 0.0847. (8) The peptide sequence is GPGHKARVL. The MHC is HLA-B35:03 with pseudo-sequence HLA-B35:03. The binding affinity (normalized) is 0. (9) The peptide sequence is MLLAVLYCL. The MHC is HLA-A02:01 with pseudo-sequence HLA-A02:01. The binding affinity (normalized) is 0.463.